This data is from Catalyst prediction with 721,799 reactions and 888 catalyst types from USPTO. The task is: Predict which catalyst facilitates the given reaction. (1) Reactant: C([N:8]1[CH2:13][CH2:12][CH:11]([C:14]([N:16]2[CH2:21][CH2:20][N:19]([CH3:22])[CH2:18][CH2:17]2)=[O:15])[CH2:10][CH2:9]1)C1C=CC=CC=1. Product: [CH3:22][N:19]1[CH2:18][CH2:17][N:16]([C:14]([CH:11]2[CH2:12][CH2:13][NH:8][CH2:9][CH2:10]2)=[O:15])[CH2:21][CH2:20]1. The catalyst class is: 5. (2) Reactant: [Br:1][C:2]1[CH:3]=[C:4]([C:13]([CH3:17])([CH3:16])[C:14]#[N:15])[CH:5]=[C:6]([CH:8]2OCC[O:9]2)[CH:7]=1.O.C1(C)C=CC(S(O)(=O)=O)=CC=1. Product: [Br:1][C:2]1[CH:3]=[C:4]([C:13]([CH3:17])([CH3:16])[C:14]#[N:15])[CH:5]=[C:6]([CH:8]=[O:9])[CH:7]=1. The catalyst class is: 21. (3) Reactant: [F:1][C:2]1[CH:7]=[CH:6][C:5]([Mg]Cl)=[CH:4][CH:3]=1.[C:10]([NH:14][C:15](=[O:23])[C:16]1[CH:21]=[CH:20][C:19]([Cl:22])=[N:18][CH:17]=1)([CH3:13])([CH3:12])[CH3:11].CO.ClC1C(=O)C(C#N)=C(C#N)C(=O)C=1Cl. Product: [C:10]([NH:14][C:15](=[O:23])[C:16]1[C:21]([C:5]2[CH:6]=[CH:7][C:2]([F:1])=[CH:3][CH:4]=2)=[CH:20][C:19]([Cl:22])=[N:18][CH:17]=1)([CH3:13])([CH3:11])[CH3:12]. The catalyst class is: 1. (4) Reactant: [N:1]([C:4](=[CH:10][C:11]1[CH:16]=[CH:15][CH:14]=[CH:13][C:12]=1[O:17][CH3:18])[C:5]([O:7][CH2:8][CH3:9])=[O:6])=[N+]=[N-]. Product: [CH3:18][O:17][C:12]1[CH:13]=[CH:14][CH:15]=[C:16]2[C:11]=1[CH:10]=[C:4]([C:5]([O:7][CH2:8][CH3:9])=[O:6])[NH:1]2. The catalyst class is: 11. (5) Reactant: [NH2:1][C:2]1[CH:7]=[CH:6][C:5]([C:8]2[CH:13]=[CH:12][C:11]([C:14]3[S:18][C:17]([C@@:19]4([CH2:27][C:28]([O:30][CH2:31][CH2:32][Si:33]([CH3:36])([CH3:35])[CH3:34])=[O:29])[CH2:24][CH2:23][CH2:22][CH2:21][S:20]4(=[O:26])=[O:25])=[CH:16][CH:15]=3)=[CH:10][CH:9]=2)=[CH:4][CH:3]=1.C(N(CC)CC)C.[CH3:44][S:45](Cl)(=[O:47])=[O:46]. Product: [CH3:44][S:45]([NH:1][C:2]1[CH:7]=[CH:6][C:5]([C:8]2[CH:9]=[CH:10][C:11]([C:14]3[S:18][C:17]([C@@:19]4([CH2:27][C:28]([O:30][CH2:31][CH2:32][Si:33]([CH3:35])([CH3:34])[CH3:36])=[O:29])[CH2:24][CH2:23][CH2:22][CH2:21][S:20]4(=[O:25])=[O:26])=[CH:16][CH:15]=3)=[CH:12][CH:13]=2)=[CH:4][CH:3]=1)(=[O:47])=[O:46]. The catalyst class is: 4. (6) Reactant: [CH2:1]([N:3]([C:18]1[C:33]2[CH2:32][CH:31]=[CH:30][CH2:29][CH2:28][C:27]3[CH:34]=[C:35]([CH3:40])[N:36]=[C:37]([O:38]C)[C:26]=3[CH2:25][NH:24][C:23](=[O:41])[C:22]=2[CH:21]=[CH:20][CH:19]=1)[CH:4]1[CH2:17][C:6]2([CH2:9][N:8]([C:10](OC(C)(C)C)=[O:11])[CH2:7]2)[CH2:5]1)[CH3:2].Cl.C=O.CC(O)=O.[BH-](OC(C)=O)(OC(C)=O)OC(C)=O.[Na+]. Product: [NH4+:3].[OH-:11].[CH2:1]([N:3]([CH:4]1[CH2:5][C:6]2([CH2:9][N:8]([CH3:10])[CH2:7]2)[CH2:17]1)[C:18]1[C:33]2[CH2:32][CH:31]=[CH:30][CH2:29][CH2:28][C:27]3[CH:34]=[C:35]([CH3:40])[NH:36][C:37](=[O:38])[C:26]=3[CH2:25][NH:24][C:23](=[O:41])[C:22]=2[CH:21]=[CH:20][CH:19]=1)[CH3:2]. The catalyst class is: 100. (7) Reactant: [CH2:1]([O:8][C:9]([NH:11][C:12]1[CH:13]=[C:14]([CH2:18][C:19]([O:21]CC)=[O:20])[CH:15]=[CH:16][CH:17]=1)=[O:10])[C:2]1[CH:7]=[CH:6][CH:5]=[CH:4][CH:3]=1.C(O)C.[Li+].[OH-].Cl. Product: [CH2:1]([O:8][C:9]([NH:11][C:12]1[CH:13]=[C:14]([CH2:18][C:19]([OH:21])=[O:20])[CH:15]=[CH:16][CH:17]=1)=[O:10])[C:2]1[CH:7]=[CH:6][CH:5]=[CH:4][CH:3]=1. The catalyst class is: 20. (8) Reactant: [CH2:1]([O:3][C:4]1[CH:9]=[CH:8][C:7]([S:10](Cl)(=[O:12])=[O:11])=[CH:6][C:5]=1[C:14]1[NH:19][C:18](=[O:20])[C:17]2=[C:21]([CH3:27])[N:22]=[C:23]([CH2:24][CH2:25][CH3:26])[N:16]2[N:15]=1)[CH3:2].[OH2:28]. Product: [CH2:1]([O:3][C:4]1[CH:9]=[CH:8][C:7]([S:10]([OH:28])(=[O:12])=[O:11])=[CH:6][C:5]=1[C:14]1[NH:19][C:18](=[O:20])[C:17]2=[C:21]([CH3:27])[N:22]=[C:23]([CH2:24][CH2:25][CH3:26])[N:16]2[N:15]=1)[CH3:2]. The catalyst class is: 10.